Predict the reactants needed to synthesize the given product. From a dataset of Full USPTO retrosynthesis dataset with 1.9M reactions from patents (1976-2016). Given the product [C:36]([N:33]1[CH2:32][CH2:31][N:30]([C:27]2[CH:28]=[CH:29][C:24]([NH:23][C:2]3[N:7]=[CH:6][N:5]=[C:4]([C:8]4[CH:9]=[CH:10][C:11]([O:16][CH:17]5[CH2:22][CH2:21][O:20][CH2:19][CH2:18]5)=[C:12]([CH:15]=4)[C:13]#[N:14])[N:3]=3)=[CH:25][CH:26]=2)[CH2:35][CH2:34]1)(=[O:38])[CH3:37], predict the reactants needed to synthesize it. The reactants are: Cl[C:2]1[N:7]=[CH:6][N:5]=[C:4]([C:8]2[CH:9]=[CH:10][C:11]([O:16][CH:17]3[CH2:22][CH2:21][O:20][CH2:19][CH2:18]3)=[C:12]([CH:15]=2)[C:13]#[N:14])[N:3]=1.[NH2:23][C:24]1[CH:29]=[CH:28][C:27]([N:30]2[CH2:35][CH2:34][N:33]([C:36](=[O:38])[CH3:37])[CH2:32][CH2:31]2)=[CH:26][CH:25]=1.C(N(CC)C(C)C)(C)C.